From a dataset of hERG potassium channel inhibition data for cardiac toxicity prediction from Karim et al.. Regression/Classification. Given a drug SMILES string, predict its toxicity properties. Task type varies by dataset: regression for continuous values (e.g., LD50, hERG inhibition percentage) or binary classification for toxic/non-toxic outcomes (e.g., AMES mutagenicity, cardiotoxicity, hepatotoxicity). Dataset: herg_karim. (1) The compound is Cn1cc(CN2C3CCC2CC(Oc2cccc(C(N)=O)c2)C3)cn1. The result is 0 (non-blocker). (2) The drug is CC#Cc1cc(-c2n[nH]c3c2Cc2cc(CN4CCN(C)CC4)ccc2-3)cs1. The result is 1 (blocker). (3) The compound is Cc1c(C(O)CN2CCN(C(=O)Cc3ccc(-n4cnnn4)nc3)CC2)ccc2c1COC2=O. The result is 0 (non-blocker). (4) The molecule is CN(CCCN1c2ccccc2CCc2ccccc21)C(=O)c1cc2cc(Cl)ccc2o1. The result is 0 (non-blocker). (5) The compound is Fc1ccc(-c2[nH]c3cc(F)ccc3c2C2C[N+]CC[C@@H]2F)cc1. The result is 1 (blocker). (6) The compound is CC(C)C(=O)N(Cc1ccc(Cl)cc1Cl)[C@H]1CCNC1. The result is 0 (non-blocker). (7) The result is 0 (non-blocker). The compound is COc1cc(C(F)(F)F)ccc1-c1ncnc2cc(S(=O)(=O)Nc3nccs3)ccc12.